Dataset: Catalyst prediction with 721,799 reactions and 888 catalyst types from USPTO. Task: Predict which catalyst facilitates the given reaction. (1) Reactant: [CH:1]1([C:4]2[CH:8]=[C:7]([N:9]3[CH2:36][CH2:35][C:12]4[N:13]=[C:14]([C:24]5[C:32]([CH3:33])=[CH:31][CH:30]=[C:29]6[C:25]=5[C:26]([CH3:34])=[N:27][NH:28]6)[N:15]=[C:16]([N:17]5[CH2:20][CH:19]([O:21][CH2:22][CH3:23])[CH2:18]5)[C:11]=4[CH2:10]3)[N:6]([CH3:37])[N:5]=2)[CH2:3][CH2:2]1.[Cl:38]N1C(=O)CCC1=O. Product: [Cl:38][C:8]1[C:4]([CH:1]2[CH2:2][CH2:3]2)=[N:5][N:6]([CH3:37])[C:7]=1[N:9]1[CH2:36][CH2:35][C:12]2[N:13]=[C:14]([C:24]3[C:32]([CH3:33])=[CH:31][CH:30]=[C:29]4[C:25]=3[C:26]([CH3:34])=[N:27][NH:28]4)[N:15]=[C:16]([N:17]3[CH2:18][CH:19]([O:21][CH2:22][CH3:23])[CH2:20]3)[C:11]=2[CH2:10]1. The catalyst class is: 2. (2) Reactant: [Cl:1][C:2]1[CH:7]=[CH:6][C:5]([N:8]([CH2:18][C:19]2[CH:24]=[CH:23][C:22]([O:25][CH3:26])=[CH:21][C:20]=2[O:27][CH3:28])[C:9](=[O:17])/[CH:10]=[CH:11]/[C:12]([O:14][CH2:15][CH3:16])=[O:13])=[C:4]([CH:29]([C:31]2[CH:36]=[CH:35][CH:34]=[C:33]([CH2:37][CH3:38])[C:32]=2[O:39][CH3:40])[OH:30])[CH:3]=1.C(=O)([O-])[O-].[K+].[K+]. Product: [Cl:1][C:2]1[CH:7]=[CH:6][C:5]2[N:8]([CH2:18][C:19]3[CH:24]=[CH:23][C:22]([O:25][CH3:26])=[CH:21][C:20]=3[O:27][CH3:28])[C:9](=[O:17])[C@@H:10]([CH2:11][C:12]([O:14][CH2:15][CH3:16])=[O:13])[O:30][C@H:29]([C:31]3[CH:36]=[CH:35][CH:34]=[C:33]([CH2:37][CH3:38])[C:32]=3[O:39][CH3:40])[C:4]=2[CH:3]=1. The catalyst class is: 8. (3) Reactant: [CH3:1][C:2]1[N:3]([C:24](=[O:27])[NH:25][CH3:26])[C:4]2[C:9]([CH:10]=1)=[CH:8][C:7]([O:11][C:12]1[CH:17]=[CH:16][N:15]=[C:14]3[CH:18]=[C:19]([C:21](O)=[O:22])[S:20][C:13]=13)=[CH:6][CH:5]=2.[CH3:28][NH:29][CH2:30][CH2:31][OH:32].CN(C(ON1N=NC2C=CC=NC1=2)=[N+](C)C)C.F[P-](F)(F)(F)(F)F.CCN(C(C)C)C(C)C.C([O-])(O)=O.[Na+]. Product: [OH:32][CH2:31][CH2:30][N:29]([CH3:28])[C:21]([C:19]1[S:20][C:13]2[C:14](=[N:15][CH:16]=[CH:17][C:12]=2[O:11][C:7]2[CH:8]=[C:9]3[C:4](=[CH:5][CH:6]=2)[N:3]([C:24](=[O:27])[NH:25][CH3:26])[C:2]([CH3:1])=[CH:10]3)[CH:18]=1)=[O:22]. The catalyst class is: 329. (4) Reactant: [NH:1]([C:5]1[CH:13]=[CH:12][C:8]([C:9]([OH:11])=[O:10])=[CH:7][N:6]=1)[C:2]([NH2:4])=[S:3].Br[CH:15]([CH:18]=O)[CH:16]=[O:17].C([O-])(=O)C.[Na+]. Product: [CH:16]([C:15]1[S:3][C:2]([NH:1][C:5]2[CH:13]=[CH:12][C:8]([C:9]([OH:11])=[O:10])=[CH:7][N:6]=2)=[N:4][CH:18]=1)=[O:17]. The catalyst class is: 86. (5) Reactant: [F:1][C:2]1[CH:3]=[C:4]([N:9]2[CH2:13][C@H:12]([CH2:14][O:15]C(=O)C)[O:11][C:10]2=[O:19])[CH:5]=[CH:6][C:7]=1[I:8].C(=O)([O-])[O-].[K+].[K+].C(O)(=O)C.O. Product: [F:1][C:2]1[CH:3]=[C:4]([N:9]2[CH2:13][C@H:12]([CH2:14][OH:15])[O:11][C:10]2=[O:19])[CH:5]=[CH:6][C:7]=1[I:8]. The catalyst class is: 138.